Dataset: Catalyst prediction with 721,799 reactions and 888 catalyst types from USPTO. Task: Predict which catalyst facilitates the given reaction. (1) Reactant: Br[C:2]1[CH:15]=[C:14]2[CH2:16][C:11]3[C:12]4[C:13]2=[C:4]([CH2:5][CH2:6][C:7]=4[CH:8]=[C:9](Br)[CH:10]=3)[CH:3]=1.C1(Cl)C(Cl)=C(Cl)C(=O)C(=O)C=1Cl. The catalyst class is: 113. Product: [CH:3]1[C:4]2[CH2:5][CH2:6][C:7]3[CH:8]=[CH:9][CH:10]=[C:11]4[CH2:16][C:14]([C:13]=2[C:12]=34)=[CH:15][CH:2]=1. (2) Product: [O:45]=[C:40]1[CH2:41][CH2:42][C:43](=[O:44])[N:39]1[O:3][C:2](=[O:1])[CH2:4][CH2:5][CH2:6][CH2:7][CH:8]1[CH:16]2[CH:11]([NH:12][C:13](=[O:14])[NH:15]2)[CH2:10][S:9]1. The catalyst class is: 3. Reactant: [OH:1][C:2]([CH2:4][CH2:5][CH2:6][CH2:7][C@H:8]1[C@@H:16]2[C@@H:11]([NH:12][C:13]([NH:15]2)=[O:14])[CH2:10][S:9]1)=[O:3].C1(N=C=NC2CCCCC2)CCCCC1.N1C=CC=CC=1.O[N:39]1[C:43](=[O:44])[CH2:42][CH2:41][C:40]1=[O:45]. (3) Reactant: [C:1]([C:3]1[CH:8]=[CH:7][C:6]([C:9]2[N:14]=[C:13]([N:15]3[CH2:20][CH2:19][CH:18]([NH:21][C:22](=[O:28])[O:23][C:24]([CH3:27])([CH3:26])[CH3:25])[CH2:17][CH2:16]3)[CH:12]=[N:11][CH:10]=2)=[CH:5][C:4]=1[F:29])#[N:2].C1C(=O)N([Br:37])C(=O)C1. Product: [Br:37][C:10]1[N:11]=[CH:12][C:13]([N:15]2[CH2:16][CH2:17][CH:18]([NH:21][C:22](=[O:28])[O:23][C:24]([CH3:25])([CH3:26])[CH3:27])[CH2:19][CH2:20]2)=[N:14][C:9]=1[C:6]1[CH:7]=[CH:8][C:3]([C:1]#[N:2])=[C:4]([F:29])[CH:5]=1. The catalyst class is: 10. (4) Reactant: Cl[CH2:2][CH2:3][CH2:4][CH2:5][C:6]1[CH:11]=[CH:10][CH:9]=[CH:8][CH:7]=1.[OH:12][C:13]1[CH:18]=[CH:17][C:16]([CH2:19][C:20]#[N:21])=[CH:15][CH:14]=1.C([O-])([O-])=O.[K+].[K+].[I-].[Na+]. Product: [C:6]1([CH2:5][CH2:4][CH2:3][CH2:2][O:12][C:13]2[CH:18]=[CH:17][C:16]([CH2:19][C:20]#[N:21])=[CH:15][CH:14]=2)[CH:11]=[CH:10][CH:9]=[CH:8][CH:7]=1. The catalyst class is: 10. (5) Reactant: [NH:1]1[CH2:6][CH2:5][CH2:4][CH:3]([C:7]([O:9][CH2:10][C:11]2[CH:16]=[CH:15][CH:14]=[CH:13][CH:12]=2)=[O:8])[CH2:2]1.[C:17]1(=O)[CH2:21][CH2:20][CH2:19][CH2:18]1.CC(O)=O.[BH-](OC(C)=O)(OC(C)=O)OC(C)=O.[Na+]. Product: [CH:17]1([N:1]2[CH2:6][CH2:5][CH2:4][CH:3]([C:7]([O:9][CH2:10][C:11]3[CH:16]=[CH:15][CH:14]=[CH:13][CH:12]=3)=[O:8])[CH2:2]2)[CH2:21][CH2:20][CH2:19][CH2:18]1. The catalyst class is: 26. (6) Reactant: [NH:1]1[CH:5]=[C:4]([C:6]2[CH:7]=[N:8][CH:9]=[CH:10][CH:11]=2)[N:3]=[CH:2]1.[H-].[Na+].Br[CH2:15][C:16]1[C:17]([F:31])=[C:18]([C:24]2[CH:29]=[CH:28][CH:27]=[C:26]([Cl:30])[CH:25]=2)[C:19]([O:22][CH3:23])=[CH:20][CH:21]=1. Product: [Cl:30][C:26]1[CH:25]=[C:24]([C:18]2[C:19]([O:22][CH3:23])=[CH:20][CH:21]=[C:16]([CH2:15][N:1]3[CH:5]=[C:4]([C:6]4[CH:7]=[N:8][CH:9]=[CH:10][CH:11]=4)[N:3]=[CH:2]3)[C:17]=2[F:31])[CH:29]=[CH:28][CH:27]=1. The catalyst class is: 1.